Dataset: Catalyst prediction with 721,799 reactions and 888 catalyst types from USPTO. Task: Predict which catalyst facilitates the given reaction. (1) The catalyst class is: 1. Product: [F:13][C:10]1[CH:11]=[C:12]2[C:7]([CH:6]=[N:5][NH:4]2)=[CH:8][C:9]=1[C:14]([F:21])([F:20])[C:15]([O:17][CH2:18][CH3:19])=[O:16]. Reactant: C([N:4]1[C:12]2[C:7](=[CH:8][C:9]([C:14]([F:21])([F:20])[C:15]([O:17][CH2:18][CH3:19])=[O:16])=[C:10]([F:13])[CH:11]=2)[CH:6]=[N:5]1)(=O)C.Cl. (2) Reactant: [CH3:1][N:2]([CH3:20])[CH:3]1[CH2:8][CH2:7][N:6]([C:9]2[CH:14]=[CH:13][C:12]([N+:15]([O-])=O)=[C:11]([O:18][CH3:19])[CH:10]=2)[CH2:5][CH2:4]1.[BH4-].[Na+]. Product: [NH2:15][C:12]1[CH:13]=[CH:14][C:9]([N:6]2[CH2:7][CH2:8][CH:3]([N:2]([CH3:1])[CH3:20])[CH2:4][CH2:5]2)=[CH:10][C:11]=1[O:18][CH3:19]. The catalyst class is: 652. (3) Reactant: [NH2:1][C:2]1[N:7]=[CH:6][N:5]=[C:4]2[NH:8][N:9]=[CH:10][C:3]=12.[I:11]NC(=O)CCC(N)=O. Product: [I:11][C:10]1[C:3]2[C:4](=[N:5][CH:6]=[N:7][C:2]=2[NH2:1])[NH:8][N:9]=1. The catalyst class is: 3. (4) Reactant: [CH3:1][C:2]1([CH2:7][CH2:8][CH2:9][C:10]23[CH2:17][CH2:16][C:13]([C:18]4[O:19][C:20]([C:23]5[CH:28]=[CH:27][CH:26]=[CH:25][C:24]=5[C:29]([F:32])([F:31])[F:30])=[N:21][N:22]=4)([CH2:14][CH2:15]2)[CH2:12][CH2:11]3)OCC[O:3]1.C1(C)C=CC(S(O)(=O)=O)=CC=1. Product: [F:32][C:29]([F:30])([F:31])[C:24]1[CH:25]=[CH:26][CH:27]=[CH:28][C:23]=1[C:20]1[O:19][C:18]([C:13]23[CH2:14][CH2:15][C:10]([CH2:9][CH2:8][CH2:7][C:2](=[O:3])[CH3:1])([CH2:11][CH2:12]2)[CH2:17][CH2:16]3)=[N:22][N:21]=1. The catalyst class is: 21. (5) Reactant: [F:1][C:2]([F:7])([F:6])[C:3]([OH:5])=[O:4].[C:8]1([CH:14]([C:62]2[CH:67]=[CH:66][CH:65]=[CH:64][CH:63]=2)[CH2:15][NH:16][C:17]2[N:25]=[C:24]([C:26](=[O:46])[NH:27][CH2:28][CH2:29][NH:30][C:31]([NH:33][CH:34]3[CH2:39][CH2:38][N:37]([C:40]4[CH:45]=[CH:44][CH:43]=[CH:42][N:41]=4)[CH2:36][CH2:35]3)=[O:32])[N:23]=[C:22]3[C:18]=2[N:19]=[CH:20][N:21]3[C@@H:47]2[CH2:51][C@H:50]([NH:52][C:53]([CH2:55][O:56]C(=O)C)=[O:54])[C@@H:49]([OH:60])[C@H:48]2[OH:61])[CH:13]=[CH:12][CH:11]=[CH:10][CH:9]=1.C(=O)([O-])[O-].[K+].[K+]. The catalyst class is: 5. Product: [F:1][C:2]([F:7])([F:6])[C:3]([OH:5])=[O:4].[N:37]1([C:40]2[CH:45]=[CH:44][CH:43]=[CH:42][N:41]=2)[CH2:38][CH2:39][CH:34]([NH:33][C:31](=[O:32])[NH:30][CH2:29][CH2:28][NH:27][C:26]([C:24]2[N:23]=[C:22]3[C:18]([N:19]=[CH:20][N:21]3[C@@H:47]3[CH2:51][C@H:50]([NH:52][C:53](=[O:54])[CH2:55][OH:56])[C@@H:49]([OH:60])[C@H:48]3[OH:61])=[C:17]([NH:16][CH2:15][CH:14]([C:62]3[CH:63]=[CH:64][CH:65]=[CH:66][CH:67]=3)[C:8]3[CH:9]=[CH:10][CH:11]=[CH:12][CH:13]=3)[N:25]=2)=[O:46])[CH2:35][CH2:36]1. (6) Reactant: [F:1][CH:2]([F:36])[O:3][C:4]1[CH:33]=[CH:32][C:7]([CH2:8][C:9]2[NH:10][C:11](=[O:31])[C:12]3[N:13]=[CH:14][N:15]([CH:18]([CH:28]([OH:30])[CH3:29])[CH2:19][CH2:20][CH2:21][C:22]4[CH:27]=[CH:26][CH:25]=[CH:24][CH:23]=4)[C:16]=3[N:17]=2)=[CH:6][C:5]=1[O:34][CH3:35].C(N(CC)CC)C.[OH-].[Na+]. Product: [C:28]([CH:18]([N:15]1[CH:14]=[N:13][C:12]2[C:11](=[O:31])[NH:10][C:9]([CH2:8][C:7]3[CH:32]=[CH:33][C:4]([O:3][CH:2]([F:36])[F:1])=[C:5]([O:34][CH3:35])[CH:6]=3)=[N:17][C:16]1=2)[CH2:19][CH2:20][CH2:21][C:22]1[CH:27]=[CH:26][CH:25]=[CH:24][CH:23]=1)(=[O:30])[CH3:29]. The catalyst class is: 764. (7) Reactant: [N:1]1[CH:6]=[CH:5][CH:4]=[CH:3][C:2]=1[C:7]([CH:9]1[CH2:14][CH2:13][N:12]([CH2:15][C:16]([OH:18])=O)[CH2:11][CH2:10]1)=[O:8].[CH:19]1([CH2:22][NH:23][CH2:24][C:25]2[NH:26][C:27](=[O:35])[C:28]3[CH2:34][O:33][CH2:32][CH2:31][C:29]=3[N:30]=2)[CH2:21][CH2:20]1.CCN(C(C)C)C(C)C.CN(C(ON1N=NC2C=CC=NC1=2)=[N+](C)C)C.F[P-](F)(F)(F)(F)F. Product: [CH:19]1([CH2:22][N:23]([CH2:24][C:25]2[NH:26][C:27](=[O:35])[C:28]3[CH2:34][O:33][CH2:32][CH2:31][C:29]=3[N:30]=2)[C:16](=[O:18])[CH2:15][N:12]2[CH2:11][CH2:10][CH:9]([C:7]([C:2]3[CH:3]=[CH:4][CH:5]=[CH:6][N:1]=3)=[O:8])[CH2:14][CH2:13]2)[CH2:21][CH2:20]1. The catalyst class is: 85. (8) Reactant: [C:1]([N:11]1[CH2:15][CH2:14][C:13]([C:19]2[CH:24]=[CH:23][CH:22]=[CH:21][CH:20]=2)([CH2:16][CH2:17][OH:18])[CH2:12]1)([O:3][CH2:4][C:5]1[CH:10]=[CH:9][CH:8]=[CH:7][CH:6]=1)=[O:2].C(N(CC)CC)C.[CH3:32][S:33](Cl)(=[O:35])=[O:34].CO.ClCCl. Product: [NH3:11].[C:1]([N:11]1[CH2:15][CH2:14][C:13]([C:19]2[CH:24]=[CH:23][CH:22]=[CH:21][CH:20]=2)([CH2:16][CH2:17][O:18][S:33]([CH3:32])(=[O:35])=[O:34])[CH2:12]1)([O:3][CH2:4][C:5]1[CH:6]=[CH:7][CH:8]=[CH:9][CH:10]=1)=[O:2]. The catalyst class is: 4.